From a dataset of Reaction yield outcomes from USPTO patents with 853,638 reactions. Predict the reaction yield, written as a fraction of the theoretical maximum amount of product (1.0 means a 100% yield; for example, 0.34 means a 34% yield). (1) The reactants are [CH3:1][C:2]1([CH3:25])[CH2:6][N:5]([C:7](=[N:11][S:12]([C:15]2[CH:20]=[CH:19][C:18]([NH:21]C(=O)C)=[CH:17][CH:16]=2)(=[O:14])=[O:13])[NH:8][CH2:9][CH3:10])[N:4]=[CH:3]1.Cl.[OH-].[Na+]. The catalyst is CO. The product is [NH2:21][C:18]1[CH:19]=[CH:20][C:15]([S:12]([N:11]=[C:7]([N:5]2[CH2:6][C:2]([CH3:1])([CH3:25])[CH:3]=[N:4]2)[NH:8][CH2:9][CH3:10])(=[O:14])=[O:13])=[CH:16][CH:17]=1. The yield is 0.500. (2) The reactants are [Cl:1][C:2]1[C:3]([CH3:37])=[N:4][O:5][C:6]=1[N:7]([CH2:31][O:32][CH2:33][CH2:34][O:35][CH3:36])[S:8]([C:11]1[C:19]2[C:14](=[N:15][CH:16]=[CH:17][CH:18]=2)[S:13][C:12]=1[CH:20](O)[C:21]1[CH:26]=[CH:25][C:24]2[O:27][CH2:28][O:29][C:23]=2[CH:22]=1)(=[O:10])=[O:9].C([SiH](CC)CC)C.B(F)(F)F.CCOCC. The catalyst is C(Cl)Cl.CCOC(C)=O. The product is [Cl:1][C:2]1[C:3]([CH3:37])=[N:4][O:5][C:6]=1[N:7]([CH2:31][O:32][CH2:33][CH2:34][O:35][CH3:36])[S:8]([C:11]1[C:19]2[C:14](=[N:15][CH:16]=[CH:17][CH:18]=2)[S:13][C:12]=1[CH2:20][C:21]1[CH:26]=[CH:25][C:24]2[O:27][CH2:28][O:29][C:23]=2[CH:22]=1)(=[O:9])=[O:10]. The yield is 0.660. (3) The reactants are [C:1]1([C:38]2[CH:43]=[CH:42][CH:41]=[CH:40][CH:39]=2)[CH:6]=[CH:5][CH:4]=[CH:3][C:2]=1[NH:7][C:8]([O:10][CH:11]1[CH2:16][CH2:15][N:14]([CH2:17][CH2:18][N:19]([CH3:37])[C:20](=[O:36])[CH2:21][CH2:22][CH2:23][CH2:24][CH2:25][NH:26][C:27]2[CH:35]=[CH:34][C:30]([C:31](O)=[O:32])=[CH:29][CH:28]=2)[CH2:13][CH2:12]1)=[O:9].[N:44]1([C:50]([O:52][C:53]([CH3:56])([CH3:55])[CH3:54])=[O:51])[CH2:49][CH2:48][NH:47][CH2:46][CH2:45]1.C(N(CC)CC)C.Cl.C(N=C=NCCCN(C)C)C. The catalyst is C(Cl)Cl. The product is [C:1]1([C:38]2[CH:43]=[CH:42][CH:41]=[CH:40][CH:39]=2)[CH:6]=[CH:5][CH:4]=[CH:3][C:2]=1[NH:7][C:8]([O:10][CH:11]1[CH2:12][CH2:13][N:14]([CH2:17][CH2:18][N:19]([CH3:37])[C:20](=[O:36])[CH2:21][CH2:22][CH2:23][CH2:24][CH2:25][NH:26][C:27]2[CH:35]=[CH:34][C:30]([C:31]([N:47]3[CH2:48][CH2:49][N:44]([C:50]([O:52][C:53]([CH3:56])([CH3:55])[CH3:54])=[O:51])[CH2:45][CH2:46]3)=[O:32])=[CH:29][CH:28]=2)[CH2:15][CH2:16]1)=[O:9]. The yield is 0.420. (4) The reactants are [CH3:1][O:2][C:3]1[CH:8]=[CH:7][C:6]([SH:9])=[CH:5][CH:4]=1.[H-].[Na+].[Cl:12][C:13]1[CH:18]=[CH:17][CH:16]=[C:15](Cl)[N:14]=1. The catalyst is CN(C=O)C. The product is [Cl:12][C:13]1[CH:18]=[CH:17][CH:16]=[C:15]([S:9][C:6]2[CH:7]=[CH:8][C:3]([O:2][CH3:1])=[CH:4][CH:5]=2)[N:14]=1. The yield is 0.560.